Dataset: Full USPTO retrosynthesis dataset with 1.9M reactions from patents (1976-2016). Task: Predict the reactants needed to synthesize the given product. (1) Given the product [CH3:45][C:46]1[O:50][C:49]([CH2:51][NH:52][C:28]([C:19]2[C:18](=[O:31])[C:17]([Br:16])=[C:22]([CH3:23])[N:21]([C@H:24]([CH2:26][CH3:27])[CH3:25])[CH:20]=2)=[O:30])=[N:48][N:47]=1, predict the reactants needed to synthesize it. The reactants are: BrC1C(=O)C(C(O)=O)=CN(C(C)C)C=1C.[Br:16][C:17]1[C:18](=[O:31])[C:19]([C:28]([OH:30])=O)=[CH:20][N:21]([C@H:24]([CH2:26][CH3:27])[CH3:25])[C:22]=1[CH3:23].Cl.CS(C1C=CC(CN)=CC=1)(=O)=O.[CH3:45][C:46]1[O:50][C:49]([CH2:51][NH2:52])=[N:48][N:47]=1.BrBr. (2) Given the product [CH3:1][C:2]([CH3:7])([CH3:6])[CH2:3][CH2:4][N:18]1[CH2:17][CH2:16][CH:15]([CH2:14][C:13]([NH:12][CH2:11][C:10]2[CH:22]=[CH:23][C:24]([C:26]([N:28]3[CH2:37][C:36]4[CH:35]=[N:34][N:33]([CH3:38])[C:32]=4[NH:31][C:30]4[CH:39]=[CH:40][CH:41]=[CH:42][C:29]3=4)=[O:27])=[CH:25][C:9]=2[CH3:8])=[O:21])[CH2:20][CH2:19]1, predict the reactants needed to synthesize it. The reactants are: [CH3:1][C:2]([CH3:7])([CH3:6])[CH2:3][CH:4]=O.[CH3:8][C:9]1[CH:25]=[C:24]([C:26]([N:28]2[CH2:37][C:36]3[CH:35]=[N:34][N:33]([CH3:38])[C:32]=3[NH:31][C:30]3[CH:39]=[CH:40][CH:41]=[CH:42][C:29]2=3)=[O:27])[CH:23]=[CH:22][C:10]=1[CH2:11][NH:12][C:13](=[O:21])[CH2:14][CH:15]1[CH2:20][CH2:19][NH:18][CH2:17][CH2:16]1.C([BH3-])#N.[Na+]. (3) Given the product [CH2:1]([O:8][C:9]1[CH:10]=[C:11]([CH:16]=[C:17]([O:19][CH3:20])[CH:18]=1)[C:12]([OH:14])=[O:13])[C:2]1[CH:3]=[CH:4][CH:5]=[CH:6][CH:7]=1, predict the reactants needed to synthesize it. The reactants are: [CH2:1]([O:8][C:9]1[CH:10]=[C:11]([CH:16]=[C:17]([O:19][CH3:20])[CH:18]=1)[C:12]([O:14]C)=[O:13])[C:2]1[CH:7]=[CH:6][CH:5]=[CH:4][CH:3]=1.[OH-].[Na+]. (4) Given the product [CH:1]1([NH:4][CH2:5][C@@H:7]2[C@@H:11]([OH:12])[CH2:10][CH2:9][NH:8]2)[CH2:3][CH2:2]1, predict the reactants needed to synthesize it. The reactants are: [CH:1]1([NH:4][C:5]([C@@H:7]2[C@@H:11]([OH:12])[CH2:10][CH2:9][NH:8]2)=O)[CH2:3][CH2:2]1.[H-].[H-].[H-].[H-].[Li+].[Al+3]. (5) The reactants are: [ClH:1].[NH2:2][C@@H:3]1[CH2:5][C@H:4]1[C:6]1[CH:7]=[C:8]([C:12]([NH:14][CH:15]2[CH2:20][CH2:19][O:18][CH2:17][CH2:16]2)=[O:13])[S:9][C:10]=1[CH3:11].[CH2:21]1[CH2:25]O[CH2:23][CH2:22]1.C1(=O)CCC1.[BH4-].[Na+]. Given the product [ClH:1].[CH:21]1([NH:2][C@@H:3]2[CH2:5][C@H:4]2[C:6]2[CH:7]=[C:8]([C:12]([NH:14][CH:15]3[CH2:20][CH2:19][O:18][CH2:17][CH2:16]3)=[O:13])[S:9][C:10]=2[CH3:11])[CH2:25][CH2:23][CH2:22]1, predict the reactants needed to synthesize it. (6) Given the product [CH:16]1[C:28]2[CH:27]([CH2:29][O:11][C:10]([N:3]3[CH2:8][CH2:7][C:6](=[O:9])[CH2:5][CH2:4]3)=[O:13])[C:26]3[C:21](=[CH:22][CH:23]=[CH:24][CH:25]=3)[C:20]=2[CH:19]=[CH:18][CH:17]=1, predict the reactants needed to synthesize it. The reactants are: O.Cl.[NH:3]1[CH2:8][CH2:7][C:6](=[O:9])[CH2:5][CH2:4]1.[C:10](=[O:13])([O-])[O-:11].[Na+].[Na+].[CH:16]1[C:28]2[CH:27]([CH2:29]OC3CC(=O)NC3=O)[C:26]3[C:21](=[CH:22][CH:23]=[CH:24][CH:25]=3)[C:20]=2[CH:19]=[CH:18][CH:17]=1. (7) Given the product [F:10][C:11]1[CH:12]=[CH:13][C:14]([C:20]([F:23])([F:22])[F:21])=[C:15]([CH:19]=1)[C:16]([N:67]1[CH2:66][CH2:65][N:64]([C:47](=[O:46])[CH2:48][NH:49][C:50]([C:52]2[CH:57]=[CH:56][C:55]([C:58]3[CH:63]=[CH:62][CH:61]=[CH:60][CH:59]=3)=[CH:54][CH:53]=2)=[O:51])[CH2:69][CH2:68]1)=[O:18], predict the reactants needed to synthesize it. The reactants are: CCN(C(C)C)C(C)C.[F:10][C:11]1[CH:12]=[CH:13][C:14]([C:20]([F:23])([F:22])[F:21])=[C:15]([CH:19]=1)[C:16]([OH:18])=O.C1C=CC2N(O)N=NC=2C=1.CCN=C=NCCCN(C)C.Cl.[O:46]=[C:47]([N:64]1[CH2:69][CH2:68][NH:67][CH2:66][CH2:65]1)[CH2:48][NH:49][C:50]([C:52]1[CH:57]=[CH:56][C:55]([C:58]2[CH:63]=[CH:62][CH:61]=[CH:60][CH:59]=2)=[CH:54][CH:53]=1)=[O:51].